Predict the reaction yield, written as a fraction of the theoretical maximum amount of product (1.0 means a 100% yield; for example, 0.34 means a 34% yield). From a dataset of Reaction yield outcomes from USPTO patents with 853,638 reactions. (1) The reactants are [O:1]=[C:2]1[C:7]2[CH:8]=[CH:9][CH:10]=[CH:11][C:6]=2[S:5][C:4]([C:12]2[N:17]=[CH:16][C:15]([CH2:18][CH2:19][CH2:20][O:21][CH2:22][CH2:23][C:24]([O:26]C(C)(C)C)=[O:25])=[CH:14][CH:13]=2)=[N:3]1.FC(F)(F)C(O)=O. No catalyst specified. The product is [O:1]=[C:2]1[C:7]2[CH:8]=[CH:9][CH:10]=[CH:11][C:6]=2[S:5][C:4]([C:12]2[N:17]=[CH:16][C:15]([CH2:18][CH2:19][CH2:20][O:21][CH2:22][CH2:23][C:24]([OH:26])=[O:25])=[CH:14][CH:13]=2)=[N:3]1. The yield is 0.660. (2) The reactants are [CH3:1][O:2][CH2:3][CH2:4][N:5]([CH2:20][CH2:21][O:22][CH3:23])[S:6]([C:9]1[C:14]([Cl:15])=[CH:13][CH:12]=[C:11]([N+:16]([O-])=O)[C:10]=1[OH:19])(=[O:8])=[O:7].[H][H]. The catalyst is [Pd]. The product is [CH3:23][O:22][CH2:21][CH2:20][N:5]([CH2:4][CH2:3][O:2][CH3:1])[S:6]([C:9]1[C:14]([Cl:15])=[CH:13][CH:12]=[C:11]([NH2:16])[C:10]=1[OH:19])(=[O:7])=[O:8]. The yield is 0.870. (3) The reactants are [CH2:1]([NH:8][C:9](=[O:27])[CH2:10][CH2:11][O:12][C:13]1[CH:18]=[CH:17][C:16]([SiH:19]([CH:23]([CH3:25])[CH3:24])[CH:20]([CH3:22])[CH3:21])=[C:15]([CH3:26])[CH:14]=1)[C:2]1[CH:7]=[CH:6][CH:5]=[CH:4][CH:3]=1.C(O)(=O)C.[F-:32].[K+]. The catalyst is C1COCC1. The product is [CH2:1]([NH:8][C:9](=[O:27])[CH2:10][CH2:11][O:12][C:13]1[CH:18]=[CH:17][C:16]([Si:19]([F:32])([CH:20]([CH3:21])[CH3:22])[CH:23]([CH3:25])[CH3:24])=[C:15]([CH3:26])[CH:14]=1)[C:2]1[CH:7]=[CH:6][CH:5]=[CH:4][CH:3]=1. The yield is 0.470. (4) The reactants are [N+:1]([C:4]1[CH:9]=[CH:8][C:7]([CH2:10][C:11]([OH:13])=[O:12])=[CH:6][CH:5]=1)([O-:3])=[O:2].S(=O)(=O)(O)O.[OH-].[Na+].[CH2:21](O)[CH3:22]. No catalyst specified. The product is [CH2:21]([O:12][C:11](=[O:13])[CH2:10][C:7]1[CH:6]=[CH:5][C:4]([N+:1]([O-:3])=[O:2])=[CH:9][CH:8]=1)[CH3:22]. The yield is 0.980. (5) The reactants are [CH3:1][N:2]([CH2:12][CH2:13][N:14]1[CH2:19][CH2:18][S:17][C:16]2[CH:20]=[C:21]([N+:24]([O-])=O)[CH:22]=[CH:23][C:15]1=2)[C:3](=[O:11])[O:4][C:5]1[CH:10]=[CH:9][CH:8]=[CH:7][CH:6]=1. The catalyst is O1CCCC1.C(O)C.[Pd]. The product is [NH2:24][C:21]1[CH:22]=[CH:23][C:15]2[N:14]([CH2:13][CH2:12][N:2]([CH3:1])[C:3](=[O:11])[O:4][C:5]3[CH:6]=[CH:7][CH:8]=[CH:9][CH:10]=3)[CH2:19][CH2:18][S:17][C:16]=2[CH:20]=1. The yield is 0.880. (6) The reactants are [Br:1][C:2]1[CH:11]=[C:10]2[C:5]([C:6](Cl)=[N:7][C:8]([Cl:12])=[N:9]2)=[CH:4][C:3]=1[F:14].[NH:15]1[CH2:20][CH2:19][O:18][CH2:17][CH2:16]1. The catalyst is ClCCl. The product is [Br:1][C:2]1[CH:11]=[C:10]2[C:5]([C:6]([N:15]3[CH2:20][CH2:19][O:18][CH2:17][CH2:16]3)=[N:7][C:8]([Cl:12])=[N:9]2)=[CH:4][C:3]=1[F:14]. The yield is 0.570. (7) The reactants are Br[CH2:2][C:3]1[N:8]=[C:7]([N:9]2[CH2:14][CH2:13][O:12][CH2:11][CH2:10]2)[CH:6]=[C:5]([Cl:15])[N:4]=1.C(=O)([O-])[O-].[K+].[K+].[C:22]([O:26][C:27]([N:29]1[CH2:36][CH:35]2[CH:31]([CH2:32][NH:33][CH2:34]2)[CH2:30]1)=[O:28])([CH3:25])([CH3:24])[CH3:23]. The catalyst is CN(C=O)C.O. The product is [C:22]([O:26][C:27]([N:29]1[CH2:30][CH:31]2[CH:35]([CH2:34][N:33]([CH2:2][C:3]3[N:4]=[C:5]([Cl:15])[CH:6]=[C:7]([N:9]4[CH2:14][CH2:13][O:12][CH2:11][CH2:10]4)[N:8]=3)[CH2:32]2)[CH2:36]1)=[O:28])([CH3:25])([CH3:23])[CH3:24]. The yield is 1.00.